Dataset: Forward reaction prediction with 1.9M reactions from USPTO patents (1976-2016). Task: Predict the product of the given reaction. (1) Given the reactants Br[CH2:2][CH2:3][O:4][C:5]1[C:6]([C:26]2[CH:36]=[CH:35][C:29]([C:30]([N:32]([CH3:34])[CH3:33])=[O:31])=[CH:28][C:27]=2[CH3:37])=[N:7][C:8]([C:11]2[NH:20][C:19](=[O:21])[C:18]3[C:13](=[CH:14][C:15]([O:24][CH3:25])=[CH:16][C:17]=3[O:22][CH3:23])[N:12]=2)=[CH:9][CH:10]=1.[CH:38]([NH2:41])([CH3:40])[CH3:39].O, predict the reaction product. The product is: [CH3:23][O:22][C:17]1[CH:16]=[C:15]([O:24][CH3:25])[CH:14]=[C:13]2[C:18]=1[C:19](=[O:21])[NH:20][C:11]([C:8]1[N:7]=[C:6]([C:26]3[CH:36]=[CH:35][C:29]([C:30]([N:32]([CH3:33])[CH3:34])=[O:31])=[CH:28][C:27]=3[CH3:37])[C:5]([O:4][CH2:3][CH2:2][NH:41][CH:38]([CH3:40])[CH3:39])=[CH:10][CH:9]=1)=[N:12]2. (2) Given the reactants [F:1][C:2]1[CH:7]=[CH:6][C:5]([C:8]2[N:12]=[C:11]([S:13][CH3:14])[N:10]([CH2:15][CH2:16][O:17][CH3:18])[C:9]=2[C:19]2[CH:24]=[CH:23][N:22]=[C:21]([NH:25][CH:26]3[CH2:31][CH2:30][CH2:29][CH2:28][CH:27]3[OH:32])[CH:20]=2)=[CH:4][CH:3]=1.[OH:33]O.N, predict the reaction product. The product is: [F:1][C:2]1[CH:3]=[CH:4][C:5]([C:8]2[N:12]=[C:11]([S:13]([CH3:14])=[O:33])[N:10]([CH2:15][CH2:16][O:17][CH3:18])[C:9]=2[C:19]2[CH:24]=[CH:23][N:22]=[C:21]([NH:25][CH:26]3[CH2:31][CH2:30][CH2:29][CH2:28][CH:27]3[OH:32])[CH:20]=2)=[CH:6][CH:7]=1.